This data is from Full USPTO retrosynthesis dataset with 1.9M reactions from patents (1976-2016). The task is: Predict the reactants needed to synthesize the given product. (1) Given the product [CH2:17]([O:24][CH2:25][CH:26]([NH:30][C:31]([O:33][CH2:34][CH2:35][CH2:36][NH:37][C:38]1[CH:43]=[CH:42][CH:41]=[CH:40][N:39]=1)=[O:32])[C:27]([NH:1][CH:2]([C:9]1[CH:10]=[C:11]([Cl:16])[CH:12]=[C:13]([Cl:15])[CH:14]=1)[CH2:3][C:4]([O:6][CH2:7][CH3:8])=[O:5])=[O:28])[C:18]1[CH:23]=[CH:22][CH:21]=[CH:20][CH:19]=1, predict the reactants needed to synthesize it. The reactants are: [NH2:1][CH:2]([C:9]1[CH:14]=[C:13]([Cl:15])[CH:12]=[C:11]([Cl:16])[CH:10]=1)[CH2:3][C:4]([O:6][CH2:7][CH3:8])=[O:5].[CH2:17]([O:24][CH2:25][CH:26]([NH:30][C:31]([O:33][CH2:34][CH2:35][CH2:36][NH:37][C:38]1[CH:43]=[CH:42][CH:41]=[CH:40][N:39]=1)=[O:32])[C:27](O)=[O:28])[C:18]1[CH:23]=[CH:22][CH:21]=[CH:20][CH:19]=1.Cl.CN(C)CCCN=C=NCC.CN1CCOCC1. (2) Given the product [Br:1][C:2]1[CH:3]=[C:4]([CH3:28])[C:5]([N:9]2[C:13]3=[N:14][C:15]([CH3:26])=[CH:16][C:17]([N:29]4[CH2:30][CH:31]=[C:32]([CH2:35][CH2:36][OH:37])[CH2:33][CH2:34]4)=[C:12]3[C:11]([CH3:27])=[CH:10]2)=[C:6]([CH3:8])[CH:7]=1, predict the reactants needed to synthesize it. The reactants are: [Br:1][C:2]1[CH:7]=[C:6]([CH3:8])[C:5]([N:9]2[C:13]3=[N:14][C:15]([CH3:26])=[CH:16][C:17](OS(C(F)(F)F)(=O)=O)=[C:12]3[C:11]([CH3:27])=[CH:10]2)=[C:4]([CH3:28])[CH:3]=1.[NH:29]1[CH2:34][CH:33]=[C:32]([CH2:35][CH2:36][OH:37])[CH2:31][CH2:30]1.C(N(CC)C(C)C)(C)C.C(OCC)(=O)C. (3) The reactants are: [OH:1][CH:2]1[CH2:6][CH2:5][N:4]([C:7]2[CH:8]=[CH:9][C:10]([CH3:20])=[C:11]([N:13]3[CH2:18][CH2:17][NH:16][CH2:15][C:14]3=[O:19])[CH:12]=2)[CH2:3]1.C(N(CC)CC)C.[Cl:28][C:29]1[C:37]([C:38]([F:41])([F:40])[F:39])=[CH:36][CH:35]=[CH:34][C:30]=1[C:31](Cl)=[O:32]. Given the product [Cl:28][C:29]1[C:37]([C:38]([F:40])([F:41])[F:39])=[CH:36][CH:35]=[CH:34][C:30]=1[C:31]([N:16]1[CH2:17][CH2:18][N:13]([C:11]2[CH:12]=[C:7]([N:4]3[CH2:5][CH2:6][CH:2]([OH:1])[CH2:3]3)[CH:8]=[CH:9][C:10]=2[CH3:20])[C:14](=[O:19])[CH2:15]1)=[O:32], predict the reactants needed to synthesize it. (4) Given the product [C:1]([O:5][CH2:10][CH2:9][CH2:8][OH:7])(=[O:4])[CH:2]=[CH2:3], predict the reactants needed to synthesize it. The reactants are: [C:1]([OH:5])(=[O:4])[CH:2]=[CH2:3].C[O:7][C:8]1[CH:10]=[CH:9][C:8]([OH:7])=[CH:10][CH:9]=1.O=O.C1OC1C. (5) Given the product [Br:1][C:2]1[CH:3]=[C:4]2[C:9](=[CH:10][CH:11]=1)[C:8](=[O:12])[NH:7][C:6](=[O:13])/[C:5]/2=[CH:14]\[NH:24][CH2:25][C:26]1[CH:27]=[CH:28][C:29]([O:35][CH2:36][CH2:37][CH3:38])=[C:30]([CH:34]=1)[C:31]([OH:33])=[O:32], predict the reactants needed to synthesize it. The reactants are: [Br:1][C:2]1[CH:3]=[C:4]2[C:9](=[CH:10][CH:11]=1)[C:8](=[O:12])[NH:7][C:6](=[O:13])/[C:5]/2=[CH:14]/OC.FC(F)(F)C(O)=O.[NH2:24][CH2:25][C:26]1[CH:27]=[CH:28][C:29]([O:35][CH2:36][CH2:37][CH3:38])=[C:30]([CH:34]=1)[C:31]([OH:33])=[O:32].O1CCCC1.C(N(CC)CC)C. (6) Given the product [CH3:1][O:2][C:3](=[O:40])[CH2:4][C:5]1[CH:10]=[CH:9][CH:8]=[CH:7][C:6]=1[CH2:11][CH2:12][C:13]1[C:18]([CH3:19])=[CH:17][N:16]=[C:15]([NH:20][C:21]2[CH:22]=[CH:23][C:24]([CH:27]3[CH2:28][CH2:29][N:30]([C:33]([O:35][C:36]([CH3:37])([CH3:38])[CH3:39])=[O:34])[CH2:31][CH2:32]3)=[N:25][CH:26]=2)[N:14]=1, predict the reactants needed to synthesize it. The reactants are: [CH3:1][O:2][C:3](=[O:40])[CH2:4][C:5]1[CH:10]=[CH:9][CH:8]=[CH:7][C:6]=1[C:11]#[C:12][C:13]1[C:18]([CH3:19])=[CH:17][N:16]=[C:15]([NH:20][C:21]2[CH:22]=[CH:23][C:24]([CH:27]3[CH2:32][CH2:31][N:30]([C:33]([O:35][C:36]([CH3:39])([CH3:38])[CH3:37])=[O:34])[CH2:29][CH2:28]3)=[N:25][CH:26]=2)[N:14]=1. (7) Given the product [CH3:48][O:49][C:50](=[O:55])[C:51]([CH3:54])([NH:52][C:23]([C:14]1[CH:15]=[CH:16][C:17]2[C:22](=[CH:21][CH:20]=[CH:19][CH:18]=2)[C:13]=1[O:12][CH2:11][C:8]1[CH:9]=[N:10][C:5]([O:4][CH2:3][C:2]([F:27])([F:26])[F:1])=[CH:6][CH:7]=1)=[O:24])[CH3:53], predict the reactants needed to synthesize it. The reactants are: [F:1][C:2]([F:27])([F:26])[CH2:3][O:4][C:5]1[N:10]=[CH:9][C:8]([CH2:11][O:12][C:13]2[C:22]3[C:17](=[CH:18][CH:19]=[CH:20][CH:21]=3)[CH:16]=[CH:15][C:14]=2[C:23](O)=[O:24])=[CH:7][CH:6]=1.ON1C2C=CC=CC=2N=N1.C(N(CC)C(C)C)(C)C.Cl.[CH3:48][O:49][C:50](=[O:55])[C:51]([CH3:54])([CH3:53])[NH2:52].Cl. (8) Given the product [CH:9]1([N:8]([CH2:7][C:9]2[CH:14]=[CH:13][C:12]([N:15]3[CH:19]=[C:18]([C:20]([F:21])([F:22])[F:23])[CH:17]=[N:16]3)=[CH:11][C:10]=2[CH3:24])[C:26]2[CH:35]=[CH:34][C:29]([C:30]([O:32][CH3:33])=[O:31])=[CH:28][N:27]=2)[CH2:14][CH2:13][CH2:12][CH2:11][CH2:10]1, predict the reactants needed to synthesize it. The reactants are: C1([CH:7]([C:9]2[CH:14]=[CH:13][C:12]([N:15]3[CH:19]=[C:18]([C:20]([F:23])([F:22])[F:21])[CH:17]=[N:16]3)=[CH:11][C:10]=2[CH3:24])[NH2:8])CCCCC1.F[C:26]1[CH:35]=[CH:34][C:29]([C:30]([O:32][CH3:33])=[O:31])=[CH:28][N:27]=1.C(=O)([O-])[O-].[K+].[K+]. (9) Given the product [CH3:1][O:2][C:3]([C:5]1[N:6]=[C:7]2[C:22]([C:30]([O:32][CH2:33][CH2:34][CH2:35][CH3:36])=[CH2:31])=[CH:21][C:20]([N:24]3[CH2:29][CH2:28][O:27][CH2:26][CH2:25]3)=[CH:19][N:8]2[C:9](=[O:18])[C:10]=1[CH2:11][C:12]1[CH:17]=[CH:16][CH:15]=[CH:14][CH:13]=1)=[O:4], predict the reactants needed to synthesize it. The reactants are: [CH3:1][O:2][C:3]([C:5]1[N:6]=[C:7]2[C:22](I)=[CH:21][C:20]([N:24]3[CH2:29][CH2:28][O:27][CH2:26][CH2:25]3)=[CH:19][N:8]2[C:9](=[O:18])[C:10]=1[CH2:11][C:12]1[CH:17]=[CH:16][CH:15]=[CH:14][CH:13]=1)=[O:4].[CH:30]([O:32][CH2:33][CH2:34][CH2:35][CH3:36])=[CH2:31].N#N.O. (10) Given the product [F:8][C:5]1[CH:6]=[CH:7][C:2]([C:15]#[N:16])=[C:3]([C:9]2[N:10]=[N:11][N:12]([CH3:14])[N:13]=2)[CH:4]=1, predict the reactants needed to synthesize it. The reactants are: Br[C:2]1[CH:7]=[CH:6][C:5]([F:8])=[CH:4][C:3]=1[C:9]1[N:10]=[N:11][N:12]([CH3:14])[N:13]=1.[C:15]([Cu])#[N:16].